From a dataset of TCR-epitope binding with 47,182 pairs between 192 epitopes and 23,139 TCRs. Binary Classification. Given a T-cell receptor sequence (or CDR3 region) and an epitope sequence, predict whether binding occurs between them. (1) The epitope is VTEHDTLLY. The TCR CDR3 sequence is CASSLEAGGQPQHF. Result: 1 (the TCR binds to the epitope). (2) The epitope is YLNTLTLAV. The TCR CDR3 sequence is CASSLGLTNYNEQFF. Result: 1 (the TCR binds to the epitope). (3) The epitope is LPPAYTNSF. The TCR CDR3 sequence is CASSLRVNSPLHF. Result: 0 (the TCR does not bind to the epitope). (4) The epitope is LLWNGPMAV. The TCR CDR3 sequence is CSASRRETQYF. Result: 1 (the TCR binds to the epitope). (5) The epitope is KLWAQCVQL. The TCR CDR3 sequence is CASSSRKAHREQFF. Result: 0 (the TCR does not bind to the epitope). (6) The epitope is IVTDFSVIK. The TCR CDR3 sequence is CASSARGALAGGSYEQYF. Result: 1 (the TCR binds to the epitope).